From a dataset of Peptide-MHC class II binding affinity with 134,281 pairs from IEDB. Regression. Given a peptide amino acid sequence and an MHC pseudo amino acid sequence, predict their binding affinity value. This is MHC class II binding data. (1) The peptide sequence is AAWGGSGSEAYQGVQ. The MHC is HLA-DPA10103-DPB10201 with pseudo-sequence HLA-DPA10103-DPB10201. The binding affinity (normalized) is 0.481. (2) The peptide sequence is LPRPPATPPPPPPPQ. The MHC is DRB1_0802 with pseudo-sequence DRB1_0802. The binding affinity (normalized) is 0.0767. (3) The binding affinity (normalized) is 0.393. The peptide sequence is RNLKNAGLIVGQMIL. The MHC is DRB1_1101 with pseudo-sequence DRB1_1101. (4) The peptide sequence is WSEIQTLKPNLIGPF. The MHC is DRB1_1302 with pseudo-sequence DRB1_1302. The binding affinity (normalized) is 0.969. (5) The peptide sequence is KLSYGIATVREVLSD. The MHC is DRB1_0701 with pseudo-sequence DRB1_0701. The binding affinity (normalized) is 0.448. (6) The peptide sequence is IKYEVAIFVHGPTTVESH. The MHC is DRB1_1501 with pseudo-sequence DRB1_1501. The binding affinity (normalized) is 0.540. (7) The peptide sequence is FIVFLLLAGRSCSYK. The MHC is DRB1_0405 with pseudo-sequence DRB1_0405. The binding affinity (normalized) is 0.454. (8) The peptide sequence is VIPAGELQVIEKVDAAFKVA. The MHC is DRB4_0101 with pseudo-sequence DRB4_0103. The binding affinity (normalized) is 0.780.